Dataset: Full USPTO retrosynthesis dataset with 1.9M reactions from patents (1976-2016). Task: Predict the reactants needed to synthesize the given product. (1) Given the product [CH:27]1[C:28]2[C:33](=[CH:32][CH:31]=[CH:30][CH:29]=2)[CH:34]=[CH:35][C:26]=1[NH:25][C:24]([C:21]1[C:19]2[N:20]=[CH:15][N:16]=[CH:17][C:18]=2[S:23][CH:22]=1)=[O:36], predict the reactants needed to synthesize it. The reactants are: C(OC(=O)N[C@@H]1[C@H](N[C:15]2[N:16]=[CH:17][C:18]3[S:23][CH:22]=[C:21]([C:24](=[O:36])[NH:25][C:26]4[CH:35]=[CH:34][C:33]5[C:28](=[CH:29][CH:30]=[CH:31][CH:32]=5)[CH:27]=4)[C:19]=3[N:20]=2)CCOC1)(C)(C)C. (2) Given the product [F:1][C:2]1[CH:7]=[CH:6][CH:5]=[CH:4][C:3]=1[C:8]([CH3:14])([CH3:13])[C:9]([OH:11])=[O:10], predict the reactants needed to synthesize it. The reactants are: [F:1][C:2]1[CH:7]=[CH:6][CH:5]=[CH:4][C:3]=1[C:8]([CH3:14])([CH3:13])[C:9]([O:11]C)=[O:10].[OH-].[K+].CCO. (3) Given the product [CH3:15][Si:16]([CH3:19])([CH3:18])[C:4]1[CH:3]=[C:2]([Br:1])[CH:7]=[C:6]([Si:16]([CH3:19])([CH3:18])[CH3:15])[CH:5]=1, predict the reactants needed to synthesize it. The reactants are: [Br:1][C:2]1[CH:7]=[C:6](Br)[CH:5]=[C:4](Br)[CH:3]=1.C([Li])CCC.[CH3:15][Si:16]([CH3:19])([CH3:18])Cl. (4) Given the product [F:11][C:12]1[C:17]([CH:18]2[CH2:23][CH2:22][NH:24][C:21](=[O:8])[CH2:20][CH2:19]2)=[CH:16][CH:15]=[CH:14][N:13]=1, predict the reactants needed to synthesize it. The reactants are: C1(S(Cl)(=O)=[O:8])C=CC=CC=1.[F:11][C:12]1[C:17]([CH:18]2[CH2:23][CH2:22][C:21](=[N:24]O)[CH2:20][CH2:19]2)=[CH:16][CH:15]=[CH:14][N:13]=1. (5) Given the product [CH:21]([O:20][C:18]([C:17]1[CH:16]=[CH:15][C:14]([C:8]2([C:6]([OH:7])=[O:5])[CH2:13][CH2:12][CH2:11][CH2:10][CH2:9]2)=[CH:25][CH:24]=1)=[O:19])([CH3:23])[CH3:22], predict the reactants needed to synthesize it. The reactants are: C([O:5][C:6]([C:8]1([C:14]2[CH:25]=[CH:24][C:17]([C:18]([O:20][CH:21]([CH3:23])[CH3:22])=[O:19])=[CH:16][CH:15]=2)[CH2:13][CH2:12][CH2:11][CH2:10][CH2:9]1)=[O:7])(C)(C)C.FC(F)(F)C(O)=O.